From a dataset of Full USPTO retrosynthesis dataset with 1.9M reactions from patents (1976-2016). Predict the reactants needed to synthesize the given product. (1) The reactants are: [F:1][C:2]([F:19])([F:18])[C:3]1[C:12]([C:13]([O:15]CC)=[O:14])=[CH:11][C:10]2[C:5](=[N:6][CH:7]=[CH:8][CH:9]=2)[N:4]=1.[OH-].[Na+].Cl. Given the product [F:19][C:2]([F:1])([F:18])[C:3]1[C:12]([C:13]([OH:15])=[O:14])=[CH:11][C:10]2[C:5](=[N:6][CH:7]=[CH:8][CH:9]=2)[N:4]=1, predict the reactants needed to synthesize it. (2) Given the product [CH3:1]/[C:2](=[CH:8]\[CH2:9][CH2:10][CH2:11][CH2:12][CH2:13][CH2:14][CH2:15]/[CH:16]=[CH:17]/[CH2:18]/[CH:19]=[CH:20]/[CH2:21]/[CH:22]=[CH:23]/[CH2:24][CH3:25])/[C:3]([OH:5])=[O:4], predict the reactants needed to synthesize it. The reactants are: [CH3:1]/[C:2](=[CH:8]\[CH2:9][CH2:10][CH2:11][CH2:12][CH2:13][CH2:14][CH2:15]/[CH:16]=[CH:17]\[CH2:18]/[CH:19]=[CH:20]\[CH2:21]/[CH:22]=[CH:23]\[CH2:24][CH3:25])/[C:3]([O:5]CC)=[O:4].[Li+].[OH-].Cl.